Task: Predict the reactants needed to synthesize the given product.. Dataset: Full USPTO retrosynthesis dataset with 1.9M reactions from patents (1976-2016) (1) Given the product [CH3:19][C:18]([O:17][C:16]([NH:15][C:8]([N:9]1[CH2:10][CH2:11][N:12]([C:25]([N:58]2[CH2:59][C@@H:55]([N:52]3[CH2:53][CH2:54][N:49]([S:46]([CH3:45])(=[O:48])=[O:47])[CH2:50][CH2:51]3)[CH2:56][C@H:57]2[C:60]([NH:62][C:63]2[CH:75]=[CH:74][C:66]([C:67]([O:69][C:70]([CH3:72])([CH3:71])[CH3:73])=[O:68])=[CH:65][CH:64]=2)=[O:61])=[O:27])[CH2:13][CH2:14]1)=[N:7][C:6]([O:5][C:2]([CH3:1])([CH3:3])[CH3:4])=[O:23])=[O:22])([CH3:21])[CH3:20], predict the reactants needed to synthesize it. The reactants are: [CH3:1][C:2]([O:5][C:6](=[O:23])[NH:7][C:8](=[N:15][C:16](=[O:22])[O:17][C:18]([CH3:21])([CH3:20])[CH3:19])[N:9]1[CH2:14][CH2:13][NH:12][CH2:11][CH2:10]1)([CH3:4])[CH3:3].Cl[C:25](Cl)([O:27]C(=O)OC(Cl)(Cl)Cl)Cl.C(N(CC)C(C)C)(C)C.[CH3:45][S:46]([N:49]1[CH2:54][CH2:53][N:52]([C@@H:55]2[CH2:59][NH:58][C@H:57]([C:60]([NH:62][C:63]3[CH:75]=[CH:74][C:66]([C:67]([O:69][C:70]([CH3:73])([CH3:72])[CH3:71])=[O:68])=[CH:65][CH:64]=3)=[O:61])[CH2:56]2)[CH2:51][CH2:50]1)(=[O:48])=[O:47]. (2) Given the product [CH3:1][N:2]([S:25]([CH3:28])(=[O:27])=[O:26])[C:3]1[CH:4]=[C:5]([CH:10]=[C:11]([N:13]2[CH2:14][CH2:15][CH:16]([C:18]3[CH:19]=[CH:20][CH:21]=[CH:22][CH:23]=3)[CH2:17]2)[CH:12]=1)[C:6]([OH:8])=[O:7], predict the reactants needed to synthesize it. The reactants are: [CH3:1][N:2]([S:25]([CH3:28])(=[O:27])=[O:26])[C:3]1[CH:4]=[C:5]([CH:10]=[C:11]([N:13]2[CH2:17][CH:16]([C:18]3[CH:23]=[CH:22][CH:21]=[CH:20][CH:19]=3)[CH2:15][C:14]2=O)[CH:12]=1)[C:6]([O:8]C)=[O:7].O1CCCC1.O1CCCC1.CO. (3) Given the product [CH:54]1([CH:55]([NH:62][C:18]([C:7]2[CH:6]=[CH:5][C:4]([CH:1]3[CH2:2][CH2:3]3)=[C:9]([O:10][CH2:11][CH:12]3[CH2:13][CH2:14][O:15][CH2:16][CH2:17]3)[N:8]=2)=[O:20])[C:56]2[N:60]=[C:59]([CH3:61])[O:58][N:57]=2)[CH2:51][CH2:53]1, predict the reactants needed to synthesize it. The reactants are: [CH:1]1([C:4]2[CH:5]=[CH:6][C:7]([C:18]([OH:20])=O)=[N:8][C:9]=2[O:10][CH2:11][CH:12]2[CH2:17][CH2:16][O:15][CH2:14][CH2:13]2)[CH2:3][CH2:2]1.C1(C2C=CC(C(O)=O)=NC=2OCC2CCCO2)CC1.C1(N(C2N=C(C)ON=2)C)CC1.[CH:51]1([CH2:54][C@H:55]([NH2:62])[C:56]2[N:60]=[C:59]([CH3:61])[O:58][N:57]=2)[CH2:53]C1. (4) Given the product [Cl:1][C:2]1[CH:3]=[C:4]2[C:9](=[C:10]([S:12]([Cl:25])(=[O:14])=[O:13])[CH:11]=1)[O:8][CH2:7][C@H:6]([NH:16][C:17](=[O:22])[C:18]([F:21])([F:20])[F:19])[CH2:5]2, predict the reactants needed to synthesize it. The reactants are: [Cl:1][C:2]1[CH:3]=[C:4]2[C:9](=[C:10]([S:12](O)(=[O:14])=[O:13])[CH:11]=1)[O:8][CH2:7][CH:6]([NH:16][C:17](=[O:22])[C:18]([F:21])([F:20])[F:19])[CH2:5]2.S(Cl)([Cl:25])=O. (5) Given the product [Cl:16][C:9]1[C:10]([Cl:15])=[C:11]([F:14])[CH:12]=[CH:13][C:8]=1[NH2:7], predict the reactants needed to synthesize it. The reactants are: C(OC(=O)[NH:7][C:8]1[CH:13]=[CH:12][C:11]([F:14])=[C:10]([Cl:15])[C:9]=1[Cl:16])(C)(C)C.FC(F)(F)C(O)=O.C(=O)(O)[O-].[Na+]. (6) Given the product [C:1]([O:5][C:6](=[O:35])[NH:7][C:8]1([C:12]2[CH:13]=[CH:14][C:15]([C:18]3[C:19]([C:29]4[CH:30]=[CH:31][CH:32]=[CH:33][CH:34]=4)=[CH:20][C:21]4[NH:26][CH2:25][CH2:24][O:23][C:22]=4[N:28]=3)=[CH:16][CH:17]=2)[CH2:11][CH2:10][CH2:9]1)([CH3:4])([CH3:2])[CH3:3], predict the reactants needed to synthesize it. The reactants are: [C:1]([O:5][C:6](=[O:35])[NH:7][C:8]1([C:12]2[CH:17]=[CH:16][C:15]([C:18]3[C:19]([C:29]4[CH:34]=[CH:33][CH:32]=[CH:31][CH:30]=4)=[CH:20][C:21]4[NH:26][C:25](=O)[CH2:24][O:23][C:22]=4[N:28]=3)=[CH:14][CH:13]=2)[CH2:11][CH2:10][CH2:9]1)([CH3:4])([CH3:3])[CH3:2].B(F)(F)F.CCOCC.[BH4-].[Na+].C([O-])(O)=O.[Na+].